This data is from Full USPTO retrosynthesis dataset with 1.9M reactions from patents (1976-2016). The task is: Predict the reactants needed to synthesize the given product. Given the product [Cl:16][C:1]1[N:2]([CH3:5])[C:3](=[O:4])[S:9][C:10]=1[CH:11]=[O:12], predict the reactants needed to synthesize it. The reactants are: [CH3:1][N:2]([CH3:5])[CH:3]=[O:4].CN1[C:11](=[O:12])[CH2:10][S:9]C1=O.P(Cl)(Cl)([Cl:16])=O.